From a dataset of Full USPTO retrosynthesis dataset with 1.9M reactions from patents (1976-2016). Predict the reactants needed to synthesize the given product. Given the product [CH2:1]([O:3][CH:4]([C:11]1[CH:12]=[CH:13][C:14]([O:17][CH2:29][C:25]2[CH:26]=[CH:27][CH:28]=[C:23]([N:18]3[CH:22]=[CH:21][CH:20]=[CH:19]3)[CH:24]=2)=[CH:15][CH:16]=1)[CH2:5][C:6]([O:8][CH2:9][CH3:10])=[O:7])[CH3:2], predict the reactants needed to synthesize it. The reactants are: [CH2:1]([O:3][CH:4]([C:11]1[CH:16]=[CH:15][C:14]([OH:17])=[CH:13][CH:12]=1)[CH2:5][C:6]([O:8][CH2:9][CH3:10])=[O:7])[CH3:2].[N:18]1([C:23]2[CH:24]=[C:25]([CH2:29]O)[CH:26]=[CH:27][CH:28]=2)[CH:22]=[CH:21][CH:20]=[CH:19]1.C1(P(C2C=CC=CC=2)C2C=CC=CC=2)C=CC=CC=1.C1(C)C=CC=CC=1.N(C(OCC)=O)=NC(OCC)=O.